This data is from Catalyst prediction with 721,799 reactions and 888 catalyst types from USPTO. The task is: Predict which catalyst facilitates the given reaction. Reactant: [CH3:1][C:2]1[N:6]([CH:7]([CH3:9])[CH3:8])[C:5]([C:10]2[CH:15]=[CH:14][N:13]=[C:12]([NH:16][CH:17]3[CH2:22][CH2:21][NH:20][CH2:19][CH2:18]3)[N:11]=2)=[CH:4][N:3]=1.[CH3:23][N:24]([CH3:28])[C:25](Cl)=[O:26].C(O)C(N)(CO)CO. Product: [CH3:23][N:24]([CH3:28])[C:25]([N:20]1[CH2:19][CH2:18][CH:17]([NH:16][C:12]2[N:11]=[C:10]([C:5]3[N:6]([CH:7]([CH3:9])[CH3:8])[C:2]([CH3:1])=[N:3][CH:4]=3)[CH:15]=[CH:14][N:13]=2)[CH2:22][CH2:21]1)=[O:26]. The catalyst class is: 2.